Dataset: Reaction yield outcomes from USPTO patents with 853,638 reactions. Task: Predict the reaction yield, written as a fraction of the theoretical maximum amount of product (1.0 means a 100% yield; for example, 0.34 means a 34% yield). (1) The reactants are [C:1]([NH:8][CH2:9][CH2:10][CH2:11][OH:12])([O:3][C:4]([CH3:7])([CH3:6])[CH3:5])=[O:2].CC(OI1(OC(C)=O)(OC(C)=O)OC(=O)C2C=CC=CC1=2)=O.[O-]S([O-])(=S)=O.[Na+].[Na+]. The catalyst is O.CCOCC.C([O-])(O)=O.[Na+]. The product is [C:1]([NH:8][CH2:9][CH2:10][CH:11]=[O:12])([O:3][C:4]([CH3:5])([CH3:6])[CH3:7])=[O:2]. The yield is 0.856. (2) The reactants are CO[C:3](=[O:24])[C:4]1[CH:9]=[CH:8][C:7]([O:10][CH2:11][C:12]2[C:13]([C:18]3[CH:23]=[CH:22][CH:21]=[CH:20][N:19]=3)=[N:14][O:15][C:16]=2[CH3:17])=[N:6][CH:5]=1.COC(=O)C1C=CC(OC[C:36]2[C:37]([C:42]3[CH:47]=CC=CC=3F)=[N:38][O:39][C:40]=2C)=NC=1.NC1CCOCC1. No catalyst specified. The product is [CH3:17][C:16]1[O:15][N:14]=[C:13]([C:18]2[CH:23]=[CH:22][CH:21]=[CH:20][N:19]=2)[C:12]=1[CH2:11][O:10][C:7]1[CH:8]=[CH:9][C:4]([C:3]([NH:38][CH:37]2[CH2:42][CH2:47][O:39][CH2:40][CH2:36]2)=[O:24])=[CH:5][N:6]=1. The yield is 0.790. (3) The reactants are [C:1]([C:5]1[CH:29]=[CH:28][C:8]([C:9]([NH:11][C:12]2[C:13]([O:26]C)=[N:14][CH:15]=[C:16]([C:18]3[CH:23]=[CH:22][N:21]=[C:20]([S:24][CH3:25])[N:19]=3)[CH:17]=2)=[O:10])=[CH:7][CH:6]=1)([CH3:4])([CH3:3])[CH3:2]. The product is [C:1]([C:5]1[CH:6]=[CH:7][C:8]([C:9]([NH:11][C:12]2[C:13](=[O:26])[NH:14][CH:15]=[C:16]([C:18]3[CH:23]=[CH:22][N:21]=[C:20]([S:24][CH3:25])[N:19]=3)[CH:17]=2)=[O:10])=[CH:28][CH:29]=1)([CH3:4])([CH3:2])[CH3:3]. The catalyst is O1CCOCC1.O. The yield is 0.250. (4) The reactants are [Cl:1][C:2]1[N:7]=[C:6](S(C)=O)[N:5]=[C:4]2[N:11]([C:16]3[C:21]([F:22])=[CH:20][CH:19]=[CH:18][C:17]=3[F:23])[C:12](=[O:15])[NH:13][CH2:14][C:3]=12.[N:24]1([CH:30]2[CH2:35][CH2:34][NH:33][CH2:32][CH2:31]2)[CH2:29][CH2:28][CH2:27][CH2:26][CH2:25]1.C(N(CC)C(C)C)(C)C. The catalyst is C(Cl)Cl. The product is [N:24]1([CH:30]2[CH2:35][CH2:34][N:33]([C:6]3[N:5]=[C:4]4[N:11]([C:16]5[C:21]([F:22])=[CH:20][CH:19]=[CH:18][C:17]=5[F:23])[C:12](=[O:15])[NH:13][CH2:14][C:3]4=[C:2]([Cl:1])[N:7]=3)[CH2:32][CH2:31]2)[CH2:29][CH2:28][CH2:27][CH2:26][CH2:25]1. The yield is 0.830. (5) The reactants are [F:1][C:2]([F:38])([C:30]1[C:35]([F:36])=[CH:34][C:33]([CH3:37])=[CH:32][N:31]=1)[CH2:3][N:4]1[CH2:9][CH2:8][CH:7]([NH:10][C:11]2[N:16]=[CH:15][N:14]=[C:13]3[N:17](S(C4C=CC(C)=CC=4)(=O)=O)N=C[C:12]=23)[CH2:6][CH2:5]1.[OH-].[Na+].[CH2:41]1COC[CH2:42]1. No catalyst specified. The product is [F:38][C:2]([F:1])([C:30]1[C:35]([F:36])=[CH:34][C:33]([CH3:37])=[CH:32][N:31]=1)[CH2:3][N:4]1[CH2:9][CH2:8][CH:7]([NH:10][C:11]2[C:12]3[CH:42]=[CH:41][NH:17][C:13]=3[N:14]=[CH:15][N:16]=2)[CH2:6][CH2:5]1. The yield is 0.840.